This data is from Forward reaction prediction with 1.9M reactions from USPTO patents (1976-2016). The task is: Predict the product of the given reaction. (1) Given the reactants [C:1]([O:5][C:6](=[O:14])[NH:7][C:8]1[CH:13]=[CH:12][CH:11]=[CH:10][N:9]=1)([CH3:4])([CH3:3])[CH3:2].[Li][CH2:16][CH2:17][CH2:18]C.ICCC, predict the reaction product. The product is: [C:1]([O:5][C:6](=[O:14])[NH:7][C:8]1[C:13]([CH2:16][CH2:17][CH3:18])=[CH:12][CH:11]=[CH:10][N:9]=1)([CH3:4])([CH3:2])[CH3:3]. (2) Given the reactants [CH2:1]([O:8][N:9]=[C:10]1[C@@H:15]([O:16][C:17](=[O:29])[CH2:18][CH2:19][CH2:20][CH2:21][CH2:22][CH2:23][CH2:24][CH2:25][CH2:26][CH2:27][CH3:28])[C@H:14]([OH:30])[C@@H:13]([CH2:31][OH:32])[O:12][CH2:11]1)[C:2]1[CH:7]=[CH:6][CH:5]=[CH:4][CH:3]=1.C1O[C@H](CO)[C@@H](O)[C@H](O)C1=O.[C:44](Cl)(=[O:56])[CH2:45][CH2:46][CH2:47][CH2:48][CH2:49][CH2:50][CH2:51][CH2:52][CH2:53][CH2:54][CH3:55].C(ON)C1C=CC=CC=1.Cl, predict the reaction product. The product is: [CH2:1]([O:8][N:9]=[C:10]1[C@@H:15]([OH:16])[C@H:14]([OH:30])[C@@H:13]([CH2:31][O:32][C:44](=[O:56])[CH2:45][CH2:46][CH2:47][CH2:48][CH2:49][CH2:50][CH2:51][CH2:52][CH2:53][CH2:54][CH3:55])[O:12][CH2:11]1)[C:2]1[CH:3]=[CH:4][CH:5]=[CH:6][CH:7]=1.[CH2:1]([O:8][N:9]=[C:10]1[C@@H:15]([O:16][C:17](=[O:29])[CH2:18][CH2:19][CH2:20][CH2:21][CH2:22][CH2:23][CH2:24][CH2:25][CH2:26][CH2:27][CH3:28])[C@H:14]([OH:30])[C@@H:13]([CH2:31][OH:32])[O:12][CH2:11]1)[C:2]1[CH:3]=[CH:4][CH:5]=[CH:6][CH:7]=1. (3) Given the reactants [O:1]=[C:2]([CH2:10][CH2:11][CH2:12][CH2:13][C:14]1[CH:23]=[CH:22][C:21]2[CH2:20][CH2:19][CH2:18][NH:17][C:16]=2[N:15]=1)[CH2:3]P(=O)(OC)OC.[F:24][CH:25]([F:35])[O:26][C:27]1[CH:34]=[CH:33][C:30]([CH:31]=O)=[CH:29][N:28]=1.[Li+].[Cl-].C1CCN2C(=NCCC2)CC1, predict the reaction product. The product is: [F:35][CH:25]([F:24])[O:26][C:27]1[N:28]=[CH:29][C:30](/[CH:31]=[CH:3]/[C:2](=[O:1])[CH2:10][CH2:11][CH2:12][CH2:13][C:14]2[CH:23]=[CH:22][C:21]3[CH2:20][CH2:19][CH2:18][NH:17][C:16]=3[N:15]=2)=[CH:33][CH:34]=1.